This data is from Reaction yield outcomes from USPTO patents with 853,638 reactions. The task is: Predict the reaction yield, written as a fraction of the theoretical maximum amount of product (1.0 means a 100% yield; for example, 0.34 means a 34% yield). (1) The reactants are [Na:1].C(C1(C[CH2:15][O:16][C:17]2[CH:22]=[CH:21][N:20]=[C:19]([CH2:23][S:24]([C:26]3[NH:30][C:29]4[CH:31]=[CH:32][CH:33]=[CH:34][C:28]=4[N:27]=3)=[O:25])[C:18]=2[CH3:35])OCC2(OCCO2)CO1)C.ClC1C=CC=C(C(OO)=O)C=1.[CH3:47][C:48]1(CO)[O:52][CH2:51][CH2:50][O:49]1. No catalyst specified. The product is [Na:1].[CH3:35][C:18]1[C:19]([CH2:23][S:24]([C:26]2[NH:30][C:29]3[CH:31]=[CH:32][CH:33]=[CH:34][C:28]=3[N:27]=2)=[O:25])=[N:20][CH:21]=[CH:22][C:17]=1[O:16][CH2:15][C:48]1([CH3:47])[O:52][CH2:51][CH2:50][O:49]1. The yield is 0.129. (2) The reactants are [CH3:1][N:2]([CH2:4][CH:5]1[CH2:10][CH2:9][N:8]([C:11]2[CH:12]=[C:13]([C:24](O)=[O:25])[C:14]3[C:15]([CH3:23])=[CH:16][N:17]([CH:20]([CH3:22])[CH3:21])[C:18]=3[CH:19]=2)[CH2:7][CH2:6]1)[CH3:3].[NH2:27][CH2:28][C:29]1[C:30](=[O:37])[NH:31][C:32]([CH3:36])=[CH:33][C:34]=1[CH3:35].CN1CCOCC1.ON1C2N=CC=CC=2N=N1.C(Cl)CCl. The catalyst is CS(C)=O. The product is [CH3:35][C:34]1[CH:33]=[C:32]([CH3:36])[NH:31][C:30](=[O:37])[C:29]=1[CH2:28][NH:27][C:24]([C:13]1[C:14]2[C:15]([CH3:23])=[CH:16][N:17]([CH:20]([CH3:21])[CH3:22])[C:18]=2[CH:19]=[C:11]([N:8]2[CH2:9][CH2:10][CH:5]([CH2:4][N:2]([CH3:1])[CH3:3])[CH2:6][CH2:7]2)[CH:12]=1)=[O:25]. The yield is 0.550. (3) The reactants are [Cl:1][C:2]1[C:3]([O:30][C@H:31]2[CH2:37][CH2:36][CH2:35][CH2:34][CH2:33][C@@H:32]2[C:38]2[N:42]([CH3:43])[N:41]=[CH:40][CH:39]=2)=[CH:4][C:5]([F:29])=[C:6]([S:8]([N:11](CC2C=CC(OC)=CC=2OC)[C:12]2[CH:17]=[CH:16][N:15]=[CH:14][N:13]=2)(=[O:10])=[O:9])[CH:7]=1.C([SiH](CC)CC)C.FC(F)(F)C(O)=O. The catalyst is ClCCl. The product is [Cl:1][C:2]1[C:3]([O:30][C@H:31]2[CH2:37][CH2:36][CH2:35][CH2:34][CH2:33][C@@H:32]2[C:38]2[N:42]([CH3:43])[N:41]=[CH:40][CH:39]=2)=[CH:4][C:5]([F:29])=[C:6]([S:8]([NH:11][C:12]2[CH:17]=[CH:16][N:15]=[CH:14][N:13]=2)(=[O:10])=[O:9])[CH:7]=1. The yield is 0.880. (4) The reactants are [F:1][C:2]1[CH:3]=[C:4]([CH:8]=[CH:9][C:10]=1[N+:11]([O-:13])=[O:12])[C:5](O)=[O:6].Cl.[CH3:15][NH:16][O:17][CH3:18].Cl.CN(C)CCCN=C=NCC.C(N(C1C=CC=CN=1)CC)C. The catalyst is ClCCl. The product is [CH3:15][N:16]([O:17][CH3:18])[C:5](=[O:6])[C:4]1[CH:8]=[CH:9][C:10]([N+:11]([O-:13])=[O:12])=[C:2]([F:1])[CH:3]=1. The yield is 0.560. (5) The reactants are [F:1][C:2]1[CH:22]=[C:21]([N+:23]([O-])=O)[CH:20]=[CH:19][C:3]=1[O:4][C:5]1[N:10]=[CH:9][N:8]=[C:7]([NH:11][C:12]([N:14]2[CH2:18][CH2:17][CH2:16][CH2:15]2)=[O:13])[CH:6]=1.[Cl-].[NH4+]. The catalyst is C(O)C.O.[Fe]. The product is [NH2:23][C:21]1[CH:20]=[CH:19][C:3]([O:4][C:5]2[N:10]=[CH:9][N:8]=[C:7]([NH:11][C:12]([N:14]3[CH2:18][CH2:17][CH2:16][CH2:15]3)=[O:13])[CH:6]=2)=[C:2]([F:1])[CH:22]=1. The yield is 0.820. (6) The reactants are [C:1]([O:5][C:6](=[O:14])[NH:7][CH:8]1[CH2:13][CH2:12][NH:11][CH2:10][CH2:9]1)([CH3:4])([CH3:3])[CH3:2].[CH2:15]([O:17][C:18]1[CH:19]=[C:20]([CH:23]=[CH:24][C:25]=1[O:26][CH3:27])[CH:21]=O)[CH3:16].C(O)(=O)C.C([BH3-])#N.[Na+]. The catalyst is C(O)C. The product is [C:1]([O:5][C:6](=[O:14])[NH:7][CH:8]1[CH2:13][CH2:12][N:11]([CH2:21][C:20]2[CH:23]=[CH:24][C:25]([O:26][CH3:27])=[C:18]([O:17][CH2:15][CH3:16])[CH:19]=2)[CH2:10][CH2:9]1)([CH3:4])([CH3:2])[CH3:3]. The yield is 0.530.